From a dataset of Full USPTO retrosynthesis dataset with 1.9M reactions from patents (1976-2016). Predict the reactants needed to synthesize the given product. (1) Given the product [CH2:1]([N:8]1[CH:12]=[C:11]([C:13]2[CH:19]=[CH:18][C:16]([NH:17][C:33](=[O:34])[C@H:32]([NH:31][C:29](=[O:30])[O:28][C:24]([CH3:27])([CH3:26])[CH3:25])[CH2:36][CH:37]([CH3:39])[CH3:38])=[CH:15][C:14]=2[O:20][CH:21]([F:23])[F:22])[CH:10]=[N:9]1)[C:2]1[CH:3]=[CH:4][CH:5]=[CH:6][CH:7]=1, predict the reactants needed to synthesize it. The reactants are: [CH2:1]([N:8]1[CH:12]=[C:11]([C:13]2[CH:19]=[CH:18][C:16]([NH2:17])=[CH:15][C:14]=2[O:20][CH:21]([F:23])[F:22])[CH:10]=[N:9]1)[C:2]1[CH:7]=[CH:6][CH:5]=[CH:4][CH:3]=1.[C:24]([O:28][C:29]([NH:31][C@H:32]([CH2:36][CH:37]([CH3:39])[CH3:38])[C:33](O)=[O:34])=[O:30])([CH3:27])([CH3:26])[CH3:25].C(N(CC)C(C)C)(C)C.C([O-])(O)=O.[Na+]. (2) The reactants are: [OH:1][CH2:2][CH2:3][N:4]1[CH:8]=[C:7]([CH:9]2[CH2:14][CH2:13][O:12][CH2:11][CH2:10]2)[N:6]=[C:5]1[CH:15]1[CH2:20][CH2:19][N:18]([C:21]([O:23][C:24]([CH3:27])([CH3:26])[CH3:25])=[O:22])[CH2:17][CH2:16]1.C(N(CC)CC)C.[CH3:35][S:36](Cl)(=[O:38])=[O:37]. Given the product [CH3:35][S:36]([O:1][CH2:2][CH2:3][N:4]1[CH:8]=[C:7]([CH:9]2[CH2:10][CH2:11][O:12][CH2:13][CH2:14]2)[N:6]=[C:5]1[CH:15]1[CH2:20][CH2:19][N:18]([C:21]([O:23][C:24]([CH3:27])([CH3:26])[CH3:25])=[O:22])[CH2:17][CH2:16]1)(=[O:38])=[O:37], predict the reactants needed to synthesize it.